Dataset: Full USPTO retrosynthesis dataset with 1.9M reactions from patents (1976-2016). Task: Predict the reactants needed to synthesize the given product. (1) Given the product [C:1]([C:3]1([NH:6][C:7](=[O:34])[C@@H:8]([NH:9][C@@H:10]([C:15]2[CH:20]=[CH:19][C:18]([C:38]3[CH:39]=[CH:40][C:41]([F:42])=[C:36]([Cl:35])[CH:37]=3)=[CH:17][CH:16]=2)[C:11]([F:12])([F:14])[F:13])[CH2:31][CH2:32][CH3:33])[CH2:5][CH2:4]1)#[N:2], predict the reactants needed to synthesize it. The reactants are: [C:1]([C:3]1([NH:6][C:7](=[O:34])[C@H:8]([CH2:31][CH2:32][CH3:33])[NH:9][C@@H:10]([C:15]2[CH:20]=[CH:19][C:18](C3C=CC(S(C)(=O)=O)=CC=3)=[CH:17][CH:16]=2)[C:11]([F:14])([F:13])[F:12])[CH2:5][CH2:4]1)#[N:2].[Cl:35][C:36]1[CH:37]=[C:38](B(O)O)[CH:39]=[CH:40][C:41]=1[F:42].BrC1C=CC([C@H](N[C@H](C(NC2(C#N)CC2)=O)CCC)C(F)(F)F)=CC=1. (2) Given the product [NH2:23][C:19]1[O:17][C:10]([C:11]2[CH:16]=[CH:15][CH:14]=[CH:13][CH:12]=2)=[C:9]([C:6]2[CH:7]=[CH:8][C:3]([CH2:1][CH3:2])=[CH:4][CH:5]=2)[C:20]=1[C:21]#[N:22], predict the reactants needed to synthesize it. The reactants are: [CH2:1]([C:3]1[CH:8]=[CH:7][C:6]([C:9](=O)[CH:10]([OH:17])[C:11]2[CH:16]=[CH:15][CH:14]=[CH:13][CH:12]=2)=[CH:5][CH:4]=1)[CH3:2].[C:19](#[N:23])[CH2:20][C:21]#[N:22].C(NCC)C.O. (3) Given the product [CH2:14]([O:13][C:11]([N:8]1[CH2:9][CH2:10][C:6]([C:2]([CH3:1])([CH3:5])[C:3]([OH:24])=[O:4])([OH:21])[CH2:7]1)=[O:12])[C:15]1[CH:16]=[CH:17][CH:18]=[CH:19][CH:20]=1, predict the reactants needed to synthesize it. The reactants are: [CH3:1][C:2]([C:6]1([OH:21])[CH2:10][CH2:9][N:8]([C:11]([O:13][CH2:14][C:15]2[CH:20]=[CH:19][CH:18]=[CH:17][CH:16]=2)=[O:12])[CH2:7]1)([CH3:5])[CH:3]=[O:4].CC(C)=[O:24].Cl.O.[Mn]([O-])(=O)(=O)=O.[K+]. (4) Given the product [C:4]([Si:1]([CH3:3])([CH3:2])[O:8][CH2:9][CH2:10][O:11][C:12]1[N:13]=[CH:14][C:15]([NH2:20])=[C:16]([O:18][CH3:19])[CH:17]=1)([CH3:7])([CH3:6])[CH3:5], predict the reactants needed to synthesize it. The reactants are: [Si:1]([O:8][CH2:9][CH2:10][O:11][C:12]1[CH:17]=[C:16]([O:18][CH3:19])[C:15]([N+:20]([O-])=O)=[CH:14][N:13]=1)([C:4]([CH3:7])([CH3:6])[CH3:5])([CH3:3])[CH3:2]. (5) Given the product [Cl:37][CH2:2][C:3]1[N:8]=[C:7]([C:9]([N:11]2[CH2:16][CH2:15][N:14]([C:17]([O:19][C:20]([CH3:23])([CH3:22])[CH3:21])=[O:18])[CH2:13][CH2:12]2)=[O:10])[CH:6]=[CH:5][CH:4]=1, predict the reactants needed to synthesize it. The reactants are: O[CH2:2][C:3]1[N:8]=[C:7]([C:9]([N:11]2[CH2:16][CH2:15][N:14]([C:17]([O:19][C:20]([CH3:23])([CH3:22])[CH3:21])=[O:18])[CH2:13][CH2:12]2)=[O:10])[CH:6]=[CH:5][CH:4]=1.C(N(C(C)C)CC)(C)C.CS([Cl:37])(=O)=O. (6) Given the product [CH3:27][C:23]([C:18]1[CH:19]=[CH:20][CH:21]=[CH:22][C:17]=1[C:16]([NH:15][C:6]1([C:4]([OH:5])=[O:3])[CH2:14][C:13]2[C:8](=[CH:9][CH:10]=[CH:11][CH:12]=2)[CH2:7]1)=[O:28])([CH3:26])[CH2:24][CH3:25], predict the reactants needed to synthesize it. The reactants are: C([O:3][C:4]([C:6]1([NH:15][C:16](=[O:28])[C:17]2[CH:22]=[CH:21][CH:20]=[CH:19][C:18]=2[C:23]([CH3:27])([CH3:26])[CH2:24][CH3:25])[CH2:14][C:13]2[C:8](=[CH:9][CH:10]=[CH:11][CH:12]=2)[CH2:7]1)=[O:5])C.[OH-].[K+].O.